Dataset: Reaction yield outcomes from USPTO patents with 853,638 reactions. Task: Predict the reaction yield, written as a fraction of the theoretical maximum amount of product (1.0 means a 100% yield; for example, 0.34 means a 34% yield). The reactants are [N+:1]([C:4]1[CH:5]=[CH:6][C:7]2[S:13][CH2:12][CH2:11][NH:10][CH2:9][C:8]=2[CH:14]=1)([O-])=O.O.NN. The catalyst is C(O)C.[Pd]. The product is [CH:14]1[C:8]2[CH2:9][NH:10][CH2:11][CH2:12][S:13][C:7]=2[CH:6]=[CH:5][C:4]=1[NH2:1]. The yield is 0.900.